This data is from Retrosynthesis with 50K atom-mapped reactions and 10 reaction types from USPTO. The task is: Predict the reactants needed to synthesize the given product. (1) Given the product CNc1ccc(I)cc1N, predict the reactants needed to synthesize it. The reactants are: CNc1ccc(I)cc1[N+](=O)[O-]. (2) Given the product COC(=O)c1cc(Br)cnc1NOCc1ccccc1, predict the reactants needed to synthesize it. The reactants are: COC(=O)c1cc(Br)cnc1Cl.NOCc1ccccc1. (3) Given the product COC(=O)C[C@@H]1COc2cc(O[C@@H]3CCc4c3ccc(C(F)(F)F)c4CN3CCN(C(=O)OC(C)C)CC3)ccc21, predict the reactants needed to synthesize it. The reactants are: CC(C)OC(=O)Cl.COC(=O)C[C@@H]1COc2cc(O[C@@H]3CCc4c3ccc(C(F)(F)F)c4CN3CCNCC3)ccc21. (4) Given the product CC(C)n1ncc2c1C(=O)CC1(CCNCC1)O2, predict the reactants needed to synthesize it. The reactants are: CC(C)n1ncc2c1C(=O)CC1(CCN(Cc3ccccc3)CC1)O2. (5) Given the product O=C(OCCOCc1ccccc1)n1c(-c2cscn2)nc2ccccc21, predict the reactants needed to synthesize it. The reactants are: O=C(Cl)OCCOCc1ccccc1.c1ccc2[nH]c(-c3cscn3)nc2c1. (6) Given the product CCOC(=O)C(C)(C)c1ccc(N)cc1, predict the reactants needed to synthesize it. The reactants are: CCOC(=O)C(C)(C)c1ccc([N+](=O)[O-])cc1. (7) Given the product CCc1ccc(Cc2c(OCc3ccccc3)nn(C(C)C)c2C)cc1, predict the reactants needed to synthesize it. The reactants are: CC(C)I.CCc1ccc(Cc2c(OCc3ccccc3)n[nH]c2C)cc1. (8) Given the product CC(C)(C)OC(=O)N1C[C@H](S(C)(=O)=O)C[C@H]1C(=O)O, predict the reactants needed to synthesize it. The reactants are: COC(=O)[C@@H]1C[C@@H](S(C)(=O)=O)CN1C(=O)OC(C)(C)C. (9) Given the product CCOC(=O)c1cccc(-c2c(C)cccc2Br)c1, predict the reactants needed to synthesize it. The reactants are: CCOC(=O)c1cccc(B(O)O)c1.Cc1cccc(Br)c1I.